From a dataset of Peptide-MHC class I binding affinity with 185,985 pairs from IEDB/IMGT. Regression. Given a peptide amino acid sequence and an MHC pseudo amino acid sequence, predict their binding affinity value. This is MHC class I binding data. (1) The peptide sequence is SSPPSYFQTH. The MHC is Mamu-A01 with pseudo-sequence Mamu-A01. The binding affinity (normalized) is 0.537. (2) The peptide sequence is KYQLKHIVW. The MHC is HLA-B27:05 with pseudo-sequence HLA-B27:05. The binding affinity (normalized) is 0. (3) The peptide sequence is LNKSDSSWAV. The MHC is HLA-A02:01 with pseudo-sequence HLA-A02:01. The binding affinity (normalized) is 0.342. (4) The peptide sequence is FEREGYSL. The MHC is HLA-B18:01 with pseudo-sequence HLA-B18:01. The binding affinity (normalized) is 0.578. (5) The peptide sequence is SVSRDFTLV. The MHC is HLA-A02:01 with pseudo-sequence HLA-A02:01. The binding affinity (normalized) is 0.400. (6) The peptide sequence is GLIYSMEFT. The binding affinity (normalized) is 0.343. The MHC is HLA-A02:01 with pseudo-sequence HLA-A02:01. (7) The peptide sequence is CPASKKESVI. The MHC is HLA-B53:01 with pseudo-sequence HLA-B53:01. The binding affinity (normalized) is 0.582.